Dataset: Forward reaction prediction with 1.9M reactions from USPTO patents (1976-2016). Task: Predict the product of the given reaction. (1) Given the reactants [Cl:1][C:2]1[CH:3]=[C:4](I)[CH:5]=[C:6]([Cl:8])[CH:7]=1.[NH:10]1[CH2:15][CH2:14][O:13][CH2:12][CH2:11]1.C1C=CC(P(C2C=CC3C(=CC=CC=3)C=2C2C3C(=CC=CC=3)C=CC=2P(C2C=CC=CC=2)C2C=CC=CC=2)C2C=CC=CC=2)=CC=1.CC(C)([O-])C.[Na+], predict the reaction product. The product is: [Cl:1][C:2]1[CH:3]=[C:4]([N:10]2[CH2:15][CH2:14][O:13][CH2:12][CH2:11]2)[CH:5]=[C:6]([Cl:8])[CH:7]=1. (2) Given the reactants [NH2:1][C:2]1[CH:3]=[C:4](/[CH:24]=[C:25]2/[C:26]([NH:31][CH3:32])=[N:27][C:28](=[O:30])[S:29]/2)[CH:5]=[CH:6][C:7]=1[O:8][CH2:9][C:10]1[CH:15]=[CH:14][C:13]([C:16]([F:19])([F:18])[F:17])=[CH:12][C:11]=1[C:20]([F:23])([F:22])[F:21].[CH:33](=O)[CH2:34][CH3:35].C([BH3-])#N.[Na+], predict the reaction product. The product is: [F:23][C:20]([F:21])([F:22])[C:11]1[CH:12]=[C:13]([C:16]([F:17])([F:18])[F:19])[CH:14]=[CH:15][C:10]=1[CH2:9][O:8][C:7]1[CH:6]=[CH:5][C:4](/[CH:24]=[C:25]2/[C:26]([NH:31][CH3:32])=[N:27][C:28](=[O:30])[S:29]/2)=[CH:3][C:2]=1[NH:1][CH2:33][CH2:34][CH3:35]. (3) Given the reactants [Br:1]Br.[CH3:3][C:4]1[O:5][CH:6]=[CH:7][C:8]=1[C:9]([O:11][CH3:12])=[O:10].S([O-])([O-])(=O)=S.[Na+].[Na+], predict the reaction product. The product is: [Br:1][C:6]1[O:5][C:4]([CH3:3])=[C:8]([C:9]([O:11][CH3:12])=[O:10])[CH:7]=1. (4) Given the reactants [CH3:1][O:2][CH2:3][C:4]1([CH2:17][OH:18])[C:16]2[CH:15]=[CH:14][CH:13]=[CH:12][C:11]=2[C:10]2[C:5]1=[CH:6][CH:7]=[CH:8][CH:9]=2.C(N(CC)CC)C.[CH2:26]([Si:28](Cl)([CH2:31][CH3:32])[CH2:29][CH3:30])[CH3:27], predict the reaction product. The product is: [CH3:1][O:2][CH2:3][C:4]1([CH2:17][O:18][Si:28]([CH2:31][CH3:32])([CH2:29][CH3:30])[CH2:26][CH3:27])[C:16]2[CH:15]=[CH:14][CH:13]=[CH:12][C:11]=2[C:10]2[C:5]1=[CH:6][CH:7]=[CH:8][CH:9]=2. (5) Given the reactants [CH3:1][C:2]1[C:7]([CH3:8])=[C:6]([O:9][CH2:10][C:11]([F:17])([F:16])[C:12]([F:15])([F:14])[F:13])[CH:5]=[CH:4][N+:3]=1[O-].C(OC(=O)C)(=[O:21])C, predict the reaction product. The product is: [OH:21][CH2:1][C:2]1[C:7]([CH3:8])=[C:6]([O:9][CH2:10][C:11]([F:17])([F:16])[C:12]([F:15])([F:14])[F:13])[CH:5]=[CH:4][N:3]=1.